From a dataset of NCI-60 drug combinations with 297,098 pairs across 59 cell lines. Regression. Given two drug SMILES strings and cell line genomic features, predict the synergy score measuring deviation from expected non-interaction effect. (1) Drug 1: CC(CN1CC(=O)NC(=O)C1)N2CC(=O)NC(=O)C2. Drug 2: C1CC(=O)NC(=O)C1N2C(=O)C3=CC=CC=C3C2=O. Cell line: CAKI-1. Synergy scores: CSS=44.7, Synergy_ZIP=9.86, Synergy_Bliss=15.4, Synergy_Loewe=13.6, Synergy_HSA=15.5. (2) Drug 1: C1=CC(=C2C(=C1NCCNCCO)C(=O)C3=C(C=CC(=C3C2=O)O)O)NCCNCCO. Drug 2: N.N.Cl[Pt+2]Cl. Cell line: SW-620. Synergy scores: CSS=11.7, Synergy_ZIP=-6.31, Synergy_Bliss=-14.1, Synergy_Loewe=-46.1, Synergy_HSA=-17.1. (3) Drug 1: CC12CCC3C(C1CCC2O)C(CC4=C3C=CC(=C4)O)CCCCCCCCCS(=O)CCCC(C(F)(F)F)(F)F. Drug 2: C(CCl)NC(=O)N(CCCl)N=O. Cell line: CAKI-1. Synergy scores: CSS=3.02, Synergy_ZIP=-1.72, Synergy_Bliss=-4.68, Synergy_Loewe=-5.59, Synergy_HSA=-5.19. (4) Drug 1: CC1CCC2CC(C(=CC=CC=CC(CC(C(=O)C(C(C(=CC(C(=O)CC(OC(=O)C3CCCCN3C(=O)C(=O)C1(O2)O)C(C)CC4CCC(C(C4)OC)OCCO)C)C)O)OC)C)C)C)OC. Drug 2: CC1C(C(CC(O1)OC2CC(OC(C2O)C)OC3=CC4=CC5=C(C(=O)C(C(C5)C(C(=O)C(C(C)O)O)OC)OC6CC(C(C(O6)C)O)OC7CC(C(C(O7)C)O)OC8CC(C(C(O8)C)O)(C)O)C(=C4C(=C3C)O)O)O)O. Cell line: CAKI-1. Synergy scores: CSS=73.4, Synergy_ZIP=-2.96, Synergy_Bliss=-3.84, Synergy_Loewe=-1.47, Synergy_HSA=1.64. (5) Drug 1: CC1=C(N=C(N=C1N)C(CC(=O)N)NCC(C(=O)N)N)C(=O)NC(C(C2=CN=CN2)OC3C(C(C(C(O3)CO)O)O)OC4C(C(C(C(O4)CO)O)OC(=O)N)O)C(=O)NC(C)C(C(C)C(=O)NC(C(C)O)C(=O)NCCC5=NC(=CS5)C6=NC(=CS6)C(=O)NCCC[S+](C)C)O. Drug 2: COC1=C2C(=CC3=C1OC=C3)C=CC(=O)O2. Cell line: NCIH23. Synergy scores: CSS=35.0, Synergy_ZIP=-0.115, Synergy_Bliss=-0.923, Synergy_Loewe=-19.0, Synergy_HSA=2.07. (6) Drug 1: C1=CN(C(=O)N=C1N)C2C(C(C(O2)CO)O)O.Cl. Drug 2: CC=C1C(=O)NC(C(=O)OC2CC(=O)NC(C(=O)NC(CSSCCC=C2)C(=O)N1)C(C)C)C(C)C. Cell line: A549. Synergy scores: CSS=45.0, Synergy_ZIP=4.17, Synergy_Bliss=4.48, Synergy_Loewe=-17.0, Synergy_HSA=4.28. (7) Drug 1: C1CC(=O)NC(=O)C1N2CC3=C(C2=O)C=CC=C3N. Drug 2: CCCS(=O)(=O)NC1=C(C(=C(C=C1)F)C(=O)C2=CNC3=C2C=C(C=N3)C4=CC=C(C=C4)Cl)F. Cell line: K-562. Synergy scores: CSS=2.51, Synergy_ZIP=-0.264, Synergy_Bliss=1.06, Synergy_Loewe=-44.4, Synergy_HSA=-1.09. (8) Drug 1: CN(C)C1=NC(=NC(=N1)N(C)C)N(C)C. Drug 2: C1=NC2=C(N1)C(=S)N=C(N2)N. Cell line: K-562. Synergy scores: CSS=38.0, Synergy_ZIP=0.905, Synergy_Bliss=-0.738, Synergy_Loewe=-35.7, Synergy_HSA=-3.68.